From a dataset of Reaction yield outcomes from USPTO patents with 853,638 reactions. Predict the reaction yield, written as a fraction of the theoretical maximum amount of product (1.0 means a 100% yield; for example, 0.34 means a 34% yield). (1) The reactants are [OH:1][CH2:2][C@@H:3]([NH2:8])[CH2:4][CH:5]([CH3:7])[CH3:6].[CH:9](=O)[CH:10]([CH3:12])[CH3:11]. The catalyst is C1(C)C=CC=CC=1. The product is [CH:10]([CH:12]1[NH:8][C@@H:3]([CH2:4][CH:5]([CH3:7])[CH3:6])[CH2:2][O:1]1)([CH3:11])[CH3:9]. The yield is 1.00. (2) The reactants are [NH2:1][C@@H:2]([C:4]1[CH:9]=[CH:8][C:7]([NH:10][S:11]([CH3:14])(=[O:13])=[O:12])=[C:6]([CH3:15])[CH:5]=1)[CH3:3].[Cl:16][C:17]1[CH:26]=[C:25]2[C:20]([CH:21]=[CH:22][C:23]([CH3:30])(C(O)=O)[NH:24]2)=[CH:19][CH:18]=1.Cl.CN(C)CCCN=C=NCC.O.ON1C2C=CC=CC=2N=N1.C(N(CC)C(C)C)(C)C.[C:63]([O-])(O)=[O:64].[Na+]. The catalyst is CN(C=O)C.CN(C)C1C=CN=CC=1. The product is [CH3:14][S:11]([NH:10][C:7]1[CH:8]=[CH:9][C:4]([C@H:2]([NH:1][C:63]([C:22]2[C:23]([CH3:30])=[N:24][C:25]3[C:20]([CH:21]=2)=[CH:19][CH:18]=[C:17]([Cl:16])[CH:26]=3)=[O:64])[CH3:3])=[CH:5][C:6]=1[CH3:15])(=[O:13])=[O:12]. The yield is 0.200. (3) The reactants are C(#N)C.[SH:4][C:5]1[N:9]([CH3:10])[N:8]=[N:7][N:6]=1.[CH2:11]1[CH2:17][S:14](=[O:16])(=[O:15])[O:13][CH2:12]1. The catalyst is C(Cl)(Cl)Cl. The product is [CH3:10][N:9]1[C:5]([S:4][CH2:12][CH2:11][CH2:17][S:14]([OH:16])(=[O:15])=[O:13])=[N:6][N:7]=[N:8]1. The yield is 0.680. (4) The reactants are [CH2:1]([N:6]([CH3:30])[C:7]([C@@H:9]([NH:22]C(=O)OC(C)(C)C)[CH2:10][C:11]1[CH:16]=[CH:15][C:14]([O:17]C(C)(C)C)=[CH:13][CH:12]=1)=[O:8])[CH2:2][CH:3]([CH3:5])[CH3:4].C1(SC)C=CC=CC=1.[C:39]([OH:45])([C:41]([F:44])([F:43])[F:42])=[O:40]. The catalyst is C(Cl)Cl. The product is [F:42][C:41]([F:44])([F:43])[C:39]([OH:45])=[O:40].[NH2:22][C@@H:9]([CH2:10][C:11]1[CH:16]=[CH:15][C:14]([OH:17])=[CH:13][CH:12]=1)[C:7]([N:6]([CH2:1][CH2:2][CH:3]([CH3:5])[CH3:4])[CH3:30])=[O:8]. The yield is 0.860. (5) The reactants are [OH:1][C:2]1[CH:8]=[C:7]([N+:9]([O-:11])=[O:10])[CH:6]=[CH:5][C:3]=1[NH2:4].[Cl:12][C:13]1[CH:18]=[CH:17][CH:16]=[C:15]([CH3:19])[C:14]=1[N:20]=[C:21]=[O:22]. No catalyst specified. The product is [OH:1][C:2]1[CH:8]=[C:7]([N+:9]([O-:11])=[O:10])[CH:6]=[CH:5][C:3]=1[NH:4][C:21]([NH:20][C:14]1[C:15]([CH3:19])=[CH:16][CH:17]=[CH:18][C:13]=1[Cl:12])=[O:22]. The yield is 0.290.